Dataset: Catalyst prediction with 721,799 reactions and 888 catalyst types from USPTO. Task: Predict which catalyst facilitates the given reaction. (1) Product: [F:31][C:4]1[CH:3]=[C:2]([NH:1][C:46]([C:41]2[C:40](=[O:49])[N:39]([C:36]3[CH:35]=[CH:34][C:33]([F:32])=[CH:38][CH:37]=3)[C:44]([CH3:45])=[CH:43][CH:42]=2)=[O:47])[CH:30]=[CH:29][C:5]=1[O:6][C:7]1[CH:8]=[C:9]2[C:13](=[CH:14][C:15]=1[C:16]1[CH:17]=[N:18][NH:19][CH:20]=1)[N:12]([CH3:28])[N:11]=[CH:10]2.[F:31][C:4]1[CH:3]=[C:2]([NH:1][C:46]([C:41]2[C:40](=[O:49])[N:39]([C:36]3[CH:35]=[CH:34][C:33]([F:32])=[CH:38][CH:37]=3)[C:44]([CH3:45])=[CH:43][CH:42]=2)=[O:48])[CH:30]=[CH:29][C:5]=1[O:6][C:7]1[CH:8]=[C:9]2[C:13](=[CH:14][C:15]=1[C:16]1[CH:17]=[N:18][N:19]([C:21]([O:23][C:24]([CH3:27])([CH3:25])[CH3:26])=[O:22])[CH:20]=1)[N:12]([CH3:28])[N:11]=[CH:10]2. Reactant: [NH2:1][C:2]1[CH:30]=[CH:29][C:5]([O:6][C:7]2[CH:8]=[C:9]3[C:13](=[CH:14][C:15]=2[C:16]2[CH:17]=[N:18][N:19]([C:21]([O:23][C:24]([CH3:27])([CH3:26])[CH3:25])=[O:22])[CH:20]=2)[N:12]([CH3:28])[N:11]=[CH:10]3)=[C:4]([F:31])[CH:3]=1.[F:32][C:33]1[CH:38]=[CH:37][C:36]([N:39]2[C:44]([CH3:45])=[CH:43][CH:42]=[C:41]([C:46]([OH:48])=[O:47])[C:40]2=[O:49])=[CH:35][CH:34]=1.CCN=C=NCCCN(C)C.C1C=CC2N(O)N=NC=2C=1. The catalyst class is: 3. (2) Reactant: [CH3:1][C:2]1[C:7]([C:8]([O:10][CH3:11])=[O:9])=[C:6]([NH:12][C:13]2[CH:14]=[C:15]([CH3:19])[CH:16]=[CH:17][CH:18]=2)[N:5]=[C:4]([S:20][CH3:21])[N:3]=1.CO[CH:24](OC)[N:25]([CH3:27])[CH3:26].O. Product: [CH3:24][N:25]([CH3:27])/[CH:26]=[CH:1]/[C:2]1[C:7]([C:8]([O:10][CH3:11])=[O:9])=[C:6]([NH:12][C:13]2[CH:14]=[C:15]([CH3:19])[CH:16]=[CH:17][CH:18]=2)[N:5]=[C:4]([S:20][CH3:21])[N:3]=1. The catalyst class is: 3. (3) Reactant: [CH3:1][N:2]([C:4]([O:8]N1N=NC2C=CC=NC1=2)=[N+](C)C)[CH3:3].F[P-](F)(F)(F)(F)F.C(OC([NH:32][C:33]1[N:38]=[C:37]([CH3:39])[C:36]([CH2:40][NH:41][C:42]2[C:43]3[C:44](=[N:48][N:49]([CH2:51][C:52]4[CH:66]=[CH:65][C:55]([CH2:56][N:57]5[CH:61]=[CH:60][C:59](C(O)=O)=[N:58]5)=[CH:54][CH:53]=4)[CH:50]=3)[N:45]=[CH:46][N:47]=2)=[C:35]([CH3:67])[CH:34]=1)=O)(C)(C)C.CNC.C1COCC1.CCN(C(C)C)C(C)C. Product: [NH2:32][C:33]1[N:38]=[C:37]([CH3:39])[C:36]([CH2:40][NH:41][C:42]2[C:43]3[C:44](=[N:48][N:49]([CH2:51][C:52]4[CH:66]=[CH:65][C:55]([CH2:56][N:57]5[CH:61]=[C:60]([C:4]([N:2]([CH3:3])[CH3:1])=[O:8])[CH:59]=[N:58]5)=[CH:54][CH:53]=4)[CH:50]=3)[N:45]=[CH:46][N:47]=2)=[C:35]([CH3:67])[CH:34]=1. The catalyst class is: 35. (4) Reactant: [NH:1]1[C:9]2[C:4](=[CH:5][CH:6]=[CH:7][CH:8]=2)[C:3]([C:10]([OH:12])=O)=[N:2]1.C(C1NC=CN=1)([C:15]1[NH:16][CH:17]=CN=1)=O.Cl.CNC.O. Product: [CH3:15][N:16]([CH3:17])[C:10]([C:3]1[C:4]2[C:9](=[CH:8][CH:7]=[CH:6][CH:5]=2)[NH:1][N:2]=1)=[O:12]. The catalyst class is: 9. (5) Reactant: CN(C)C=O.[CH:6]1([N:12]2[C:20]3[C:19](=[O:21])[NH:18][C:17]([C:22]4[CH:27]=[CH:26][C:25]([N:28]5[CH2:34][CH2:33][CH2:32][NH:31][CH2:30][CH2:29]5)=[CH:24][C:23]=4[O:35][CH3:36])=[N:16][C:15]=3[C:14]([CH3:37])=[N:13]2)[CH2:11][CH2:10][CH2:9][CH2:8][CH2:7]1.[CH2:38](N(CC)CC)[CH3:39].C(I)C. Product: [CH:6]1([N:12]2[C:20]3[C:19](=[O:21])[NH:18][C:17]([C:22]4[CH:27]=[CH:26][C:25]([N:28]5[CH2:34][CH2:33][CH2:32][N:31]([CH2:38][CH3:39])[CH2:30][CH2:29]5)=[CH:24][C:23]=4[O:35][CH3:36])=[N:16][C:15]=3[C:14]([CH3:37])=[N:13]2)[CH2:7][CH2:8][CH2:9][CH2:10][CH2:11]1. The catalyst class is: 13. (6) Reactant: [H-].[Al+3].[Li+].[H-].[H-].[H-].[C:7]([NH:10][CH2:11][CH2:12][N:13]([CH2:26][CH2:27][C:28]12[CH2:37][CH:32]3[CH2:33][CH:34]([CH2:36][CH:30]([CH2:31]3)[CH2:29]1)[CH2:35]2)[C:14]([NH:16][CH2:17][CH2:18][CH2:19][C:20]1[CH:25]=[CH:24][N:23]=[CH:22][CH:21]=1)=[O:15])(=O)C.C(OCC)(=O)C.[OH-].[Na+]. Product: [C:28]12([CH2:27][CH2:26][N:13]([CH2:12][CH2:11][NH:10][CH3:7])[C:14]([NH:16][CH2:17][CH2:18][CH2:19][C:20]3[CH:25]=[CH:24][N:23]=[CH:22][CH:21]=3)=[O:15])[CH2:35][CH:34]3[CH2:33][CH:32]([CH2:31][CH:30]([CH2:36]3)[CH2:29]1)[CH2:37]2. The catalyst class is: 469.